From a dataset of Catalyst prediction with 721,799 reactions and 888 catalyst types from USPTO. Predict which catalyst facilitates the given reaction. (1) Reactant: [CH3:1][NH:2][C:3]1[C:4]([NH2:13])=[N:5][C:6]([C:9]([F:12])([F:11])[F:10])=[CH:7][CH:8]=1.[CH2:14]([S:16][C:17]1[CH:25]=[CH:24][CH:23]=[CH:22][C:18]=1[C:19](O)=O)[CH3:15].CCN=C=NCCCN(C)C.N1C=CC=CC=1. Product: [CH2:14]([S:16][C:17]1[CH:25]=[CH:24][CH:23]=[CH:22][C:18]=1[C:19]1[N:2]([CH3:1])[C:3]2[C:4]([N:13]=1)=[N:5][C:6]([C:9]([F:12])([F:10])[F:11])=[CH:7][CH:8]=2)[CH3:15]. The catalyst class is: 6. (2) Reactant: [F:1][C:2]1[N:7]=[C:6]([C:8]([OH:10])=O)[CH:5]=[CH:4][CH:3]=1.F[P-](F)(F)(F)(F)F.N1(OC(N(C)C)=[N+](C)C)C2N=CC=CC=2N=N1.CCN(C(C)C)C(C)C.[NH:44]1[C:52]2[C:47](=[C:48]([C:53]3[CH:54]=[C:55]([NH2:62])[C:56]4[CH:57]=[N:58][NH:59][C:60]=4[CH:61]=3)[CH:49]=[CH:50][CH:51]=2)[CH:46]=[CH:45]1. Product: [F:1][C:2]1[N:7]=[C:6]([C:8]([NH:62][C:55]2[CH:54]=[C:53]([C:48]3[CH:49]=[CH:50][CH:51]=[C:52]4[C:47]=3[CH:46]=[CH:45][NH:44]4)[CH:61]=[C:60]3[C:56]=2[CH:57]=[N:58][NH:59]3)=[O:10])[CH:5]=[CH:4][CH:3]=1. The catalyst class is: 85. (3) Reactant: [C:1]([O:4][C:5]1[CH:14]=[C:13]2[C:8]([C:9](=[O:23])[C:10]([C:15]3[CH:20]=[CH:19][C:18]([O:21][CH3:22])=[CH:17][CH:16]=3)=[CH:11][O:12]2)=[CH:7][CH:6]=1)(=[O:3])[CH3:2]. Product: [C:1]([O:4][C:5]1[CH:14]=[C:13]2[C:8]([CH:9]([OH:23])[CH:10]([C:15]3[CH:16]=[CH:17][C:18]([O:21][CH3:22])=[CH:19][CH:20]=3)[CH2:11][O:12]2)=[CH:7][CH:6]=1)(=[O:3])[CH3:2]. The catalyst class is: 29.